From a dataset of Catalyst prediction with 721,799 reactions and 888 catalyst types from USPTO. Predict which catalyst facilitates the given reaction. Reactant: C([O:3][C:4](=[O:35])[CH:5]=[C:6]([N:13]1[C:21]2[C:16](=[CH:17][C:18]([CH2:22][CH2:23][CH2:24][C:25]3[CH:34]=[CH:33][C:32]4[C:27](=[N:28][CH:29]=[CH:30][CH:31]=4)[N:26]=3)=[CH:19][CH:20]=2)[CH:15]=[CH:14]1)[C:7]1[CH:12]=[CH:11][CH:10]=[CH:9][CH:8]=1)C. Product: [C:7]1([CH:6]([N:13]2[C:21]3[C:16](=[CH:17][C:18]([CH2:22][CH2:23][CH2:24][C:25]4[CH:34]=[CH:33][C:32]5[CH2:31][CH2:30][CH2:29][NH:28][C:27]=5[N:26]=4)=[CH:19][CH:20]=3)[CH:15]=[CH:14]2)[CH2:5][C:4]([OH:35])=[O:3])[CH:8]=[CH:9][CH:10]=[CH:11][CH:12]=1. The catalyst class is: 19.